This data is from KCNQ2 potassium channel screen with 302,405 compounds. The task is: Binary Classification. Given a drug SMILES string, predict its activity (active/inactive) in a high-throughput screening assay against a specified biological target. The compound is S(c1n(N)c(nn1)c1n[nH]c(c1)C)CC(=O)Nc1cc(cc(c1)C)C. The result is 0 (inactive).